From a dataset of Experimentally validated miRNA-target interactions with 360,000+ pairs, plus equal number of negative samples. Binary Classification. Given a miRNA mature sequence and a target amino acid sequence, predict their likelihood of interaction. Result: 0 (no interaction). The protein sequence of the target gene is MGGFFSSIFSSLFGTREMRILILGLDGAGKTTILYRLQVGEVVTTIPTIGFNVETVTYKNLKFQVWDLGGQTSIRPYWRCYYSNTDAVIYVVDSCDRDRIGISKSELVAMLEEEELRKAILVVFANKQDMEQAMTPSEMANALGLPALKDRKWQIFKTSATKGTGLDEAMEWLVETLKSRQ. The miRNA is mmu-miR-466n-3p with sequence UAUACAUGAGAGCAUACAUAGA.